The task is: Predict the reactants needed to synthesize the given product.. This data is from Full USPTO retrosynthesis dataset with 1.9M reactions from patents (1976-2016). (1) The reactants are: Cl.Cl.[NH2:3][C@H:4]1[CH2:9][CH2:8][C@H:7]([C:10]([NH:12][C:13]2[C:17]3[CH:18]=[CH:19][CH:20]=[CH:21][C:16]=3[O:15][C:14]=2[C:22]([NH:24][C:25]2[CH:30]=[CH:29][C:28]([Cl:31])=[CH:27][N:26]=2)=[O:23])=[O:11])[CH2:6][CH2:5]1.Br[CH2:33][CH2:34][CH2:35][CH2:36][C:37]([O:39][CH3:40])=[O:38].C(N(CC)C(C)C)(C)C.[I-].[K+]. Given the product [CH3:40][O:39][C:37]([CH2:36][CH2:35][CH2:34][CH2:33][NH:3][C@H:4]1[CH2:9][CH2:8][C@H:7]([C:10]([NH:12][C:13]2[C:17]3[CH:18]=[CH:19][CH:20]=[CH:21][C:16]=3[O:15][C:14]=2[C:22]([NH:24][C:25]2[CH:30]=[CH:29][C:28]([Cl:31])=[CH:27][N:26]=2)=[O:23])=[O:11])[CH2:6][CH2:5]1)=[O:38], predict the reactants needed to synthesize it. (2) Given the product [Cl:1][C:2]1[CH:7]=[CH:6][C:5]([O:8][CH3:9])=[CH:4][C:3]=1[CH2:10][C:11]([C:28]1[CH:29]=[CH:30][C:25]2[O:24][CH2:23][C:22](=[O:31])[N:21]([CH3:20])[C:26]=2[CH:27]=1)=[O:13], predict the reactants needed to synthesize it. The reactants are: [Cl:1][C:2]1[CH:7]=[CH:6][C:5]([O:8][CH3:9])=[CH:4][C:3]=1[CH2:10][C:11]([OH:13])=O.C(Cl)(=O)C(Cl)=O.[CH3:20][N:21]1[C:26]2[CH:27]=[CH:28][CH:29]=[CH:30][C:25]=2[O:24][CH2:23][C:22]1=[O:31].[Al+3].[Cl-].[Cl-].[Cl-].Cl. (3) The reactants are: CC1C=CC(S(O[C:12]2[C:21]3[C:20](=[O:22])[N:19]([CH2:23][C:24]4[CH:29]=[CH:28][C:27]([O:30][CH3:31])=[CH:26][CH:25]=4)[C:18](=[O:32])[N:17]([C:33]4[CH:38]=[CH:37][C:36]([I:39])=[CH:35][C:34]=4[F:40])[C:16]=3[N:15]([CH3:41])[C:14](=[O:42])[C:13]=2[CH3:43])(=O)=O)=CC=1.N1C(C)=CC=CC=1C.[NH2:52][C:53]1[CH:54]=[C:55]([CH:60]=[CH:61][CH:62]=1)[C:56]([O:58][CH3:59])=[O:57].O. Given the product [F:40][C:34]1[CH:35]=[C:36]([I:39])[CH:37]=[CH:38][C:33]=1[N:17]1[C:16]2[N:15]([CH3:41])[C:14](=[O:42])[C:13]([CH3:43])=[C:12]([NH:52][C:53]3[CH:54]=[C:55]([CH:60]=[CH:61][CH:62]=3)[C:56]([O:58][CH3:59])=[O:57])[C:21]=2[C:20](=[O:22])[N:19]([CH2:23][C:24]2[CH:25]=[CH:26][C:27]([O:30][CH3:31])=[CH:28][CH:29]=2)[C:18]1=[O:32], predict the reactants needed to synthesize it.